Dataset: Full USPTO retrosynthesis dataset with 1.9M reactions from patents (1976-2016). Task: Predict the reactants needed to synthesize the given product. (1) Given the product [C:1]([O:4][CH2:5][C:6]([C:8]1[CH:9]=[N:10][C:11]2[C:16]([C:17]=1[NH:30][C@H:27]1[CH2:28][CH2:29][C@H:24]([CH2:23][N:21]([CH3:22])[CH3:20])[CH2:25][CH2:26]1)=[N:15][C:14]([Cl:19])=[CH:13][CH:12]=2)=[O:7])(=[O:3])[CH3:2], predict the reactants needed to synthesize it. The reactants are: [C:1]([O:4][CH2:5][C:6]([C:8]1[CH:9]=[N:10][C:11]2[C:16]([C:17]=1Cl)=[N:15][C:14]([Cl:19])=[CH:13][CH:12]=2)=[O:7])(=[O:3])[CH3:2].[CH3:20][N:21]([CH2:23][C@H:24]1[CH2:29][CH2:28][C@H:27]([NH2:30])[CH2:26][CH2:25]1)[CH3:22]. (2) Given the product [CH:1]1([C:5]2[NH:19][C:17](=[O:18])[NH:16][N:15]=2)[CH2:2][CH2:3][CH2:4]1, predict the reactants needed to synthesize it. The reactants are: [CH:1]1([C:5](O)=O)[CH2:4][CH2:3][CH2:2]1.C(Cl)(=O)C(Cl)=O.Cl.[NH2:15][NH:16][C:17]([NH2:19])=[O:18].C(N(CC)CC)C.[OH-].[Na+].S(=O)(=O)(O)O. (3) Given the product [CH3:35][C:34]1[NH:1][C:2]([CH2:3][CH2:4][C:5]2[CH:6]=[C:7]([C:15]3[N:16]=[C:17]([CH2:20][N:21]4[CH:25]=[C:24]([C:26]([OH:28])=[O:27])[CH:23]=[N:22]4)[S:18][CH:19]=3)[CH:8]=[C:9]([C:11]([F:12])([F:13])[F:14])[CH:10]=2)=[N:38][N:37]=1, predict the reactants needed to synthesize it. The reactants are: [NH2:1][C:2](=S)[CH2:3][CH2:4][C:5]1[CH:6]=[C:7]([C:15]2[N:16]=[C:17]([CH2:20][N:21]3[CH:25]=[C:24]([C:26]([O:28]CC)=[O:27])[CH:23]=[N:22]3)[S:18][CH:19]=2)[CH:8]=[C:9]([C:11]([F:14])([F:13])[F:12])[CH:10]=1.IC.[C:34]([NH:37][NH2:38])(=O)[CH3:35].[OH-].[Na+]. (4) The reactants are: Br[CH2:2][C:3]1[N:4]=[C:5]([C:11]2[CH:16]=[CH:15][CH:14]=[C:13]([Cl:17])[CH:12]=2)[C:6]([O:9][CH3:10])=[N:7][CH:8]=1.[NH:18]1[CH:22]=[N:21][C:20]([C:23]([O:25][CH3:26])=[O:24])=[N:19]1.C([O-])([O-])=O.[K+].[K+]. Given the product [Cl:17][C:13]1[CH:12]=[C:11]([C:5]2[N:4]=[C:3]([CH2:2][N:18]3[CH:22]=[N:21][C:20]([C:23]([O:25][CH3:26])=[O:24])=[N:19]3)[CH:8]=[N:7][C:6]=2[O:9][CH3:10])[CH:16]=[CH:15][CH:14]=1, predict the reactants needed to synthesize it. (5) The reactants are: [CH3:1][N:2]([CH3:9])[CH2:3][CH2:4][O:5][CH2:6][CH2:7][OH:8].[C:10](Cl)(=[O:16])/[CH:11]=[CH:12]/[C:13](Cl)=[O:14].[CH3:18][N:19]([CH3:25])[C:20](N(C)C)=N. Given the product [CH3:1][N:2]([CH3:9])[CH2:3][CH2:4][O:5][CH2:6][CH2:7][O:8][C:10](=[O:16])[CH:11]=[CH:12][C:13]([O:8][CH2:7][CH2:6][O:5][CH2:4][CH2:20][N:19]([CH3:25])[CH3:18])=[O:14], predict the reactants needed to synthesize it.